Dataset: Catalyst prediction with 721,799 reactions and 888 catalyst types from USPTO. Task: Predict which catalyst facilitates the given reaction. (1) Reactant: [O:1]([Cl:3])[Cl:2].[Zr:4]. Product: [OH2:1].[OH2:1].[OH2:1].[OH2:1].[OH2:1].[OH2:1].[OH2:1].[OH2:1].[O:1]([Cl:3])[Cl:2].[Zr:4]. The catalyst class is: 9. (2) Reactant: C([O:3][C:4](=[O:31])[C@H:5]([CH3:30])[CH2:6][C@H:7]([NH:22][C:23](=[O:29])[CH2:24][CH2:25][C:26]([OH:28])=[O:27])[CH2:8][C:9]1[CH:14]=[CH:13][C:12]([C:15]2[CH:20]=[CH:19][CH:18]=[C:17]([Cl:21])[CH:16]=2)=[CH:11][CH:10]=1)C.[OH-].[Na+].Cl. Product: [C:26]([CH2:25][CH2:24][C:23]([NH:22][C@H:7]([CH2:8][C:9]1[CH:14]=[CH:13][C:12]([C:15]2[CH:20]=[CH:19][CH:18]=[C:17]([Cl:21])[CH:16]=2)=[CH:11][CH:10]=1)[CH2:6][C@@H:5]([CH3:30])[C:4]([OH:31])=[O:3])=[O:29])([OH:28])=[O:27]. The catalyst class is: 14.